This data is from Catalyst prediction with 721,799 reactions and 888 catalyst types from USPTO. The task is: Predict which catalyst facilitates the given reaction. Reactant: [Cl:1][C:2]1[CH:3]=[C:4]([CH:13]=[C:14]([Cl:16])[CH:15]=1)[C:5]([NH:7][NH:8][C:9](=[O:12])[CH2:10][Cl:11])=O. Product: [Cl:11][CH2:10][C:9]1[O:12][C:5]([C:4]2[CH:3]=[C:2]([Cl:1])[CH:15]=[C:14]([Cl:16])[CH:13]=2)=[N:7][N:8]=1. The catalyst class is: 820.